Dataset: Forward reaction prediction with 1.9M reactions from USPTO patents (1976-2016). Task: Predict the product of the given reaction. Given the reactants C(OC([N:8]([C:18]1[S:19][CH2:20][CH2:21][N:22]=1)[NH:9][C:10]1[CH:15]=[CH:14][CH:13]=[C:12]([CH3:16])[C:11]=1[CH3:17])=O)(C)(C)C.C[Si](C)(C)N[Si](C)(C)C.[Li].[CH3:33][C:34]([CH3:38])=[CH:35][CH2:36]Br.FC(F)(F)C(O)=O, predict the reaction product. The product is: [S:19]1[CH2:20][CH2:21][N:22]=[C:18]1[NH:8][N:9]([C:10]1[CH:15]=[CH:14][CH:13]=[C:12]([CH3:16])[C:11]=1[CH3:17])[CH2:36][CH:35]=[C:34]([CH3:38])[CH3:33].